Dataset: Reaction yield outcomes from USPTO patents with 853,638 reactions. Task: Predict the reaction yield, written as a fraction of the theoretical maximum amount of product (1.0 means a 100% yield; for example, 0.34 means a 34% yield). The reactants are [Br:1][C:2]1[CH:10]=[CH:9][C:5]([C:6]([OH:8])=[O:7])=[C:4]([F:11])[CH:3]=1.O=S(Cl)Cl.[CH3:16]O. No catalyst specified. The product is [Br:1][C:2]1[CH:10]=[CH:9][C:5]([C:6]([O:8][CH3:16])=[O:7])=[C:4]([F:11])[CH:3]=1. The yield is 0.940.